From a dataset of NCI-60 drug combinations with 297,098 pairs across 59 cell lines. Regression. Given two drug SMILES strings and cell line genomic features, predict the synergy score measuring deviation from expected non-interaction effect. (1) Drug 1: C1CCC(C1)C(CC#N)N2C=C(C=N2)C3=C4C=CNC4=NC=N3. Drug 2: CCC1=C2CN3C(=CC4=C(C3=O)COC(=O)C4(CC)O)C2=NC5=C1C=C(C=C5)O. Cell line: NCI-H226. Synergy scores: CSS=28.3, Synergy_ZIP=-7.15, Synergy_Bliss=-0.837, Synergy_Loewe=-6.90, Synergy_HSA=0.992. (2) Drug 1: CN(C)C1=NC(=NC(=N1)N(C)C)N(C)C. Drug 2: CN(CCCl)CCCl.Cl. Cell line: A549. Synergy scores: CSS=11.0, Synergy_ZIP=-3.51, Synergy_Bliss=-1.48, Synergy_Loewe=-16.6, Synergy_HSA=-5.43. (3) Drug 1: CC12CCC3C(C1CCC2O)C(CC4=C3C=CC(=C4)O)CCCCCCCCCS(=O)CCCC(C(F)(F)F)(F)F. Drug 2: COCCOC1=C(C=C2C(=C1)C(=NC=N2)NC3=CC=CC(=C3)C#C)OCCOC.Cl. Cell line: BT-549. Synergy scores: CSS=-2.67, Synergy_ZIP=0.376, Synergy_Bliss=-2.00, Synergy_Loewe=-4.50, Synergy_HSA=-3.87. (4) Drug 1: CC1=C(C=C(C=C1)C(=O)NC2=CC(=CC(=C2)C(F)(F)F)N3C=C(N=C3)C)NC4=NC=CC(=N4)C5=CN=CC=C5. Cell line: CAKI-1. Synergy scores: CSS=21.3, Synergy_ZIP=1.92, Synergy_Bliss=4.97, Synergy_Loewe=-28.1, Synergy_HSA=-6.76. Drug 2: C1=NC2=C(N=C(N=C2N1C3C(C(C(O3)CO)O)F)Cl)N. (5) Drug 1: CC1C(C(=O)NC(C(=O)N2CCCC2C(=O)N(CC(=O)N(C(C(=O)O1)C(C)C)C)C)C(C)C)NC(=O)C3=C4C(=C(C=C3)C)OC5=C(C(=O)C(=C(C5=N4)C(=O)NC6C(OC(=O)C(N(C(=O)CN(C(=O)C7CCCN7C(=O)C(NC6=O)C(C)C)C)C)C(C)C)C)N)C. Synergy scores: CSS=33.5, Synergy_ZIP=-9.54, Synergy_Bliss=-4.06, Synergy_Loewe=-69.9, Synergy_HSA=-2.80. Drug 2: C1CC(C1)(C(=O)O)C(=O)O.[NH2-].[NH2-].[Pt+2]. Cell line: MDA-MB-435. (6) Drug 1: CCC(=C(C1=CC=CC=C1)C2=CC=C(C=C2)OCCN(C)C)C3=CC=CC=C3.C(C(=O)O)C(CC(=O)O)(C(=O)O)O. Drug 2: CC1CCCC2(C(O2)CC(NC(=O)CC(C(C(=O)C(C1O)C)(C)C)O)C(=CC3=CSC(=N3)C)C)C. Cell line: UACC62. Synergy scores: CSS=63.0, Synergy_ZIP=3.92, Synergy_Bliss=3.51, Synergy_Loewe=0.965, Synergy_HSA=6.42.